This data is from Reaction yield outcomes from USPTO patents with 853,638 reactions. The task is: Predict the reaction yield, written as a fraction of the theoretical maximum amount of product (1.0 means a 100% yield; for example, 0.34 means a 34% yield). The reactants are C([O-])([O-])=O.[K+].[K+].[CH3:7][O:8][C:9]1[CH:10]=[C:11]([OH:15])[CH:12]=[CH:13][CH:14]=1.Cl[C:17]1[N:22]=[C:21]([N:23]([CH3:43])[CH2:24][CH2:25][CH2:26][O:27][C:28]2[CH:29]=[C:30]3[C:34](=[CH:35][CH:36]=2)[C@H:33]([CH2:37][C:38]([O:40][CH2:41][CH3:42])=[O:39])[CH2:32][CH2:31]3)[C:20]([CH3:44])=[CH:19][N:18]=1. The catalyst is CN(C=O)C. The product is [CH2:41]([O:40][C:38](=[O:39])[CH2:37][C@H:33]1[C:34]2[C:30](=[CH:29][C:28]([O:27][CH2:26][CH2:25][CH2:24][N:23]([C:21]3[C:20]([CH3:44])=[CH:19][N:18]=[C:17]([O:15][C:11]4[CH:12]=[CH:13][CH:14]=[C:9]([O:8][CH3:7])[CH:10]=4)[N:22]=3)[CH3:43])=[CH:36][CH:35]=2)[CH2:31][CH2:32]1)[CH3:42]. The yield is 0.470.